This data is from Reaction yield outcomes from USPTO patents with 853,638 reactions. The task is: Predict the reaction yield, written as a fraction of the theoretical maximum amount of product (1.0 means a 100% yield; for example, 0.34 means a 34% yield). (1) The reactants are [CH3:1][C:2]1[CH:7]=[CH:6][N:5]=[C:4]([NH:8][CH2:9][CH2:10][NH2:11])[CH:3]=1.C(N(CC)CC)C.[CH3:19][S:20](Cl)(=[O:22])=[O:21]. The catalyst is ClCCl. The product is [CH3:1][C:2]1[CH:7]=[CH:6][N:5]=[C:4]([NH:8][CH2:9][CH2:10][NH:11][S:20]([CH3:19])(=[O:22])=[O:21])[CH:3]=1. The yield is 0.950. (2) The reactants are [OH:1][C:2]12[C:13]3[C:8](=[C:9]([N+:14]([O-])=O)[CH:10]=[CH:11][CH:12]=3)[C:7](=[O:17])[C:6]1([NH:18][C:19]([NH:21][C:22]1[CH:27]=[CH:26][CH:25]=[CH:24][CH:23]=1)=[S:20])[C:5]1[CH:28]=[C:29]([CH:35]([CH3:37])[CH3:36])[CH:30]=[C:31]([CH:32]([CH3:34])[CH3:33])[C:4]=1[O:3]2.O. The catalyst is C(O)C.Cl.[Fe]. The product is [OH:1][C:2]12[C:13]3[C:8](=[C:9]([NH2:14])[CH:10]=[CH:11][CH:12]=3)[C:7](=[O:17])[C:6]1([NH:18][C:19]([NH:21][C:22]1[CH:27]=[CH:26][CH:25]=[CH:24][CH:23]=1)=[S:20])[C:5]1[CH:28]=[C:29]([CH:35]([CH3:37])[CH3:36])[CH:30]=[C:31]([CH:32]([CH3:33])[CH3:34])[C:4]=1[O:3]2. The yield is 0.430. (3) The reactants are C(OC1C(F)=CC=C2C=1C(CCO)=CN2)C1C=CC=CC=1.[F:22][C:23]1[CH:24]=[C:25]([C:39]2[CH:44]=[CH:43][CH:42]=[CH:41][CH:40]=2)[C:26]([O:37][CH3:38])=[C:27]2[C:31]=1[NH:30][CH:29]=[C:28]2[CH2:32][C:33](OC)=[O:34]. No catalyst specified. The product is [F:22][C:23]1[CH:24]=[C:25]([C:39]2[CH:44]=[CH:43][CH:42]=[CH:41][CH:40]=2)[C:26]([O:37][CH3:38])=[C:27]2[C:31]=1[NH:30][CH:29]=[C:28]2[CH2:32][CH2:33][OH:34]. The yield is 0.690.